Dataset: Reaction yield outcomes from USPTO patents with 853,638 reactions. Task: Predict the reaction yield, written as a fraction of the theoretical maximum amount of product (1.0 means a 100% yield; for example, 0.34 means a 34% yield). (1) The yield is 0.160. No catalyst specified. The reactants are Br[C:2]1[CH:23]=[CH:22][C:5]([C:6]([NH:8][S:9]([C:12]2[CH:17]=[CH:16][CH:15]=[CH:14][C:13]=2[S:18](=[O:21])(=[O:20])[NH2:19])(=[O:11])=[O:10])=[O:7])=[CH:4][C:3]=1[O:24][CH:25]([CH3:27])[CH3:26].[C:28]([CH:30]1[CH2:32][CH2:31]1)#[CH:29]. The product is [CH:30]1([C:28]#[C:29][C:2]2[CH:23]=[CH:22][C:5]([C:6]([NH:8][S:9]([C:12]3[CH:17]=[CH:16][CH:15]=[CH:14][C:13]=3[S:18](=[O:21])(=[O:20])[NH2:19])(=[O:11])=[O:10])=[O:7])=[CH:4][C:3]=2[O:24][CH:25]([CH3:27])[CH3:26])[CH2:32][CH2:31]1. (2) The reactants are I[C:2]1[C:10]2[S:9][C:8]([NH:11][C:12]([C:14]3[S:15][C:16]([CH3:19])=[CH:17][CH:18]=3)=[O:13])=[N:7][C:6]=2[C:5]([O:20][CH3:21])=[CH:4][CH:3]=1.[Cl:22][C:23]1[CH:28]=[CH:27][CH:26]=[CH:25][C:24]=1B(O)O. No catalyst specified. The product is [Cl:22][C:23]1[CH:28]=[CH:27][CH:26]=[CH:25][C:24]=1[C:2]1[C:10]2[S:9][C:8]([NH:11][C:12]([C:14]3[S:15][C:16]([CH3:19])=[CH:17][CH:18]=3)=[O:13])=[N:7][C:6]=2[C:5]([O:20][CH3:21])=[CH:4][CH:3]=1. The yield is 0.800.